Dataset: NCI-60 drug combinations with 297,098 pairs across 59 cell lines. Task: Regression. Given two drug SMILES strings and cell line genomic features, predict the synergy score measuring deviation from expected non-interaction effect. (1) Drug 1: C1CCN(CC1)CCOC2=CC=C(C=C2)C(=O)C3=C(SC4=C3C=CC(=C4)O)C5=CC=C(C=C5)O. Drug 2: C1=C(C(=O)NC(=O)N1)F. Cell line: OVCAR-4. Synergy scores: CSS=28.2, Synergy_ZIP=4.78, Synergy_Bliss=5.74, Synergy_Loewe=2.34, Synergy_HSA=3.17. (2) Drug 1: C1=CC(=C2C(=C1NCCNCCO)C(=O)C3=C(C=CC(=C3C2=O)O)O)NCCNCCO. Drug 2: CC1=C(C(=CC=C1)Cl)NC(=O)C2=CN=C(S2)NC3=CC(=NC(=N3)C)N4CCN(CC4)CCO. Cell line: HOP-92. Synergy scores: CSS=53.1, Synergy_ZIP=3.22, Synergy_Bliss=6.09, Synergy_Loewe=7.86, Synergy_HSA=10.4. (3) Drug 1: C1=CC(=CC=C1C#N)C(C2=CC=C(C=C2)C#N)N3C=NC=N3. Drug 2: C1CN(P(=O)(OC1)NCCCl)CCCl. Cell line: RPMI-8226. Synergy scores: CSS=1.41, Synergy_ZIP=1.36, Synergy_Bliss=2.32, Synergy_Loewe=4.47, Synergy_HSA=2.09. (4) Drug 1: CC1=C2C(C(=O)C3(C(CC4C(C3C(C(C2(C)C)(CC1OC(=O)C(C(C5=CC=CC=C5)NC(=O)OC(C)(C)C)O)O)OC(=O)C6=CC=CC=C6)(CO4)OC(=O)C)OC)C)OC. Drug 2: C1=CC(=CC=C1C#N)C(C2=CC=C(C=C2)C#N)N3C=NC=N3. Cell line: MOLT-4. Synergy scores: CSS=62.7, Synergy_ZIP=3.11, Synergy_Bliss=2.73, Synergy_Loewe=-29.1, Synergy_HSA=3.03. (5) Drug 1: CC1=C2C(C(=O)C3(C(CC4C(C3C(C(C2(C)C)(CC1OC(=O)C(C(C5=CC=CC=C5)NC(=O)OC(C)(C)C)O)O)OC(=O)C6=CC=CC=C6)(CO4)OC(=O)C)OC)C)OC. Drug 2: C1=CN(C=N1)CC(O)(P(=O)(O)O)P(=O)(O)O. Cell line: HCT116. Synergy scores: CSS=22.6, Synergy_ZIP=-5.77, Synergy_Bliss=-25.9, Synergy_Loewe=-58.9, Synergy_HSA=-23.2. (6) Drug 1: C1=C(C(=O)NC(=O)N1)F. Drug 2: CC1=C(C(=O)C2=C(C1=O)N3CC4C(C3(C2COC(=O)N)OC)N4)N. Cell line: EKVX. Synergy scores: CSS=35.4, Synergy_ZIP=6.13, Synergy_Bliss=4.75, Synergy_Loewe=4.88, Synergy_HSA=4.58. (7) Drug 1: CC1=C(C=C(C=C1)NC(=O)C2=CC=C(C=C2)CN3CCN(CC3)C)NC4=NC=CC(=N4)C5=CN=CC=C5. Drug 2: CCC1(C2=C(COC1=O)C(=O)N3CC4=CC5=C(C=CC(=C5CN(C)C)O)N=C4C3=C2)O.Cl. Cell line: SF-268. Synergy scores: CSS=20.2, Synergy_ZIP=-1.33, Synergy_Bliss=2.35, Synergy_Loewe=-31.2, Synergy_HSA=-0.329.